The task is: Binary Classification. Given a drug SMILES string, predict its activity (active/inactive) in a high-throughput screening assay against a specified biological target.. This data is from HIV replication inhibition screening data with 41,000+ compounds from the AIDS Antiviral Screen. The drug is COc1ccc(C2=C(Cl)c3cc(OC)c(OC)cc3C2=O)cc1OC. The result is 0 (inactive).